From a dataset of Experimentally validated miRNA-target interactions with 360,000+ pairs, plus equal number of negative samples. Binary Classification. Given a miRNA mature sequence and a target amino acid sequence, predict their likelihood of interaction. The protein sequence of the target gene is MVGLKPSDVPPTMAVKFLGAGTAACFADLVTFPLDTAKVRLQIQGENQAVQTARLVQYRGVLGTILTMVRTEGPCSPYNGLVAGLQRQMSFASIRIGLYDSVKQVYTPKGADNSSLTTRILAGCTTGAMAVTCAQPTDVVKVRFQASIHLGPSRSDRKYSGTMDAYRTIAREEGVRGLWKGTLPNIMRNAIVNCAEVVTYDILKEKLLDYHLLTDNFPCHFVSAFGAGFCATVVASPVDVVKTRYMNSPPGQYFSPLDCMIKMVAQEGPTAFYKGFTPSFLRLGSWNVVMFVTYEQLKRA.... Result: 0 (no interaction). The miRNA is hsa-miR-149-3p with sequence AGGGAGGGACGGGGGCUGUGC.